This data is from NCI-60 drug combinations with 297,098 pairs across 59 cell lines. The task is: Regression. Given two drug SMILES strings and cell line genomic features, predict the synergy score measuring deviation from expected non-interaction effect. (1) Drug 1: CC1CCC2CC(C(=CC=CC=CC(CC(C(=O)C(C(C(=CC(C(=O)CC(OC(=O)C3CCCCN3C(=O)C(=O)C1(O2)O)C(C)CC4CCC(C(C4)OC)OCCO)C)C)O)OC)C)C)C)OC. Drug 2: C(CCl)NC(=O)N(CCCl)N=O. Cell line: MOLT-4. Synergy scores: CSS=39.4, Synergy_ZIP=0.346, Synergy_Bliss=0.888, Synergy_Loewe=-20.7, Synergy_HSA=2.75. (2) Drug 1: CCC1(CC2CC(C3=C(CCN(C2)C1)C4=CC=CC=C4N3)(C5=C(C=C6C(=C5)C78CCN9C7C(C=CC9)(C(C(C8N6C)(C(=O)OC)O)OC(=O)C)CC)OC)C(=O)OC)O.OS(=O)(=O)O. Drug 2: CC1CCC2CC(C(=CC=CC=CC(CC(C(=O)C(C(C(=CC(C(=O)CC(OC(=O)C3CCCCN3C(=O)C(=O)C1(O2)O)C(C)CC4CCC(C(C4)OC)O)C)C)O)OC)C)C)C)OC. Cell line: OVCAR-8. Synergy scores: CSS=2.17, Synergy_ZIP=-4.53, Synergy_Bliss=-0.463, Synergy_Loewe=-5.70, Synergy_HSA=-0.541. (3) Drug 1: C1=CC(=CC=C1CC(C(=O)O)N)N(CCCl)CCCl.Cl. Drug 2: CCC1(CC2CC(C3=C(CCN(C2)C1)C4=CC=CC=C4N3)(C5=C(C=C6C(=C5)C78CCN9C7C(C=CC9)(C(C(C8N6C=O)(C(=O)OC)O)OC(=O)C)CC)OC)C(=O)OC)O.OS(=O)(=O)O. Cell line: BT-549. Synergy scores: CSS=24.7, Synergy_ZIP=-4.40, Synergy_Bliss=-1.88, Synergy_Loewe=-20.7, Synergy_HSA=-2.01.